Dataset: TCR-epitope binding with 47,182 pairs between 192 epitopes and 23,139 TCRs. Task: Binary Classification. Given a T-cell receptor sequence (or CDR3 region) and an epitope sequence, predict whether binding occurs between them. (1) The epitope is YLNTLTLAV. The TCR CDR3 sequence is CASSLTHVQFF. Result: 1 (the TCR binds to the epitope). (2) The epitope is YVLDHLIVV. The TCR CDR3 sequence is CASSLFGERNEQYF. Result: 1 (the TCR binds to the epitope). (3) The epitope is KRWIILGLNK. The TCR CDR3 sequence is CAISHTGELFF. Result: 1 (the TCR binds to the epitope). (4) The epitope is LEPLVDLPI. The TCR CDR3 sequence is CASSTSGRANTGELFF. Result: 1 (the TCR binds to the epitope). (5) The epitope is VLWAHGFEL. The TCR CDR3 sequence is CASSLALSGANVLTF. Result: 1 (the TCR binds to the epitope).